The task is: Predict which catalyst facilitates the given reaction.. This data is from Catalyst prediction with 721,799 reactions and 888 catalyst types from USPTO. Reactant: [CH2:1]([Sn:5](Cl)([CH2:10][CH2:11][CH2:12][CH3:13])[CH2:6][CH2:7][CH2:8][CH3:9])[CH2:2][CH2:3][CH3:4].C[Si]([N-][Si](C)(C)C)(C)C.[Li+].C1COCC1.[Si:30]([O:37][CH2:38][C:39]([C:41]1[N:42]=[CH:43][N:44]2[CH:48]=[CH:47][S:46][C:45]=12)=[O:40])([C:33]([CH3:36])([CH3:35])[CH3:34])([CH3:32])[CH3:31].[Cl-].[NH4+]. Product: [Si:30]([O:37][CH2:38][C:39]([C:41]1[N:42]=[CH:43][N:44]2[C:48]([Sn:5]([CH2:10][CH2:11][CH2:12][CH3:13])([CH2:6][CH2:7][CH2:8][CH3:9])[CH2:1][CH2:2][CH2:3][CH3:4])=[CH:47][S:46][C:45]=12)=[O:40])([C:33]([CH3:36])([CH3:34])[CH3:35])([CH3:32])[CH3:31]. The catalyst class is: 1.